This data is from Forward reaction prediction with 1.9M reactions from USPTO patents (1976-2016). The task is: Predict the product of the given reaction. (1) Given the reactants [O:1]=[C:2]1[CH2:22][CH2:21][C:5]2([CH2:10][CH2:9][N:8]([C:11]([O:13][CH2:14][C:15]3[CH:20]=[CH:19][CH:18]=[CH:17][CH:16]=3)=[O:12])[CH2:7][CH2:6]2)[CH:4]=[CH:3]1.[CH3:23][N:24]([CH:26](N(C)C)N(C)C)[CH3:25], predict the reaction product. The product is: [CH3:23][N:24]([CH:26]=[C:22]1[CH2:21][C:5]2([CH2:10][CH2:9][N:8]([C:11]([O:13][CH2:14][C:15]3[CH:16]=[CH:17][CH:18]=[CH:19][CH:20]=3)=[O:12])[CH2:7][CH2:6]2)[CH:4]=[CH:3][C:2]1=[O:1])[CH3:25]. (2) Given the reactants [CH2:1]([O:8][C:9]([N:11]1[CH2:15][C@H:14]([OH:16])[CH2:13][C@@H:12]1[C:17]([OH:19])=[O:18])=[O:10])[C:2]1[CH:7]=[CH:6][CH:5]=[CH:4][CH:3]=1.[H-].[Na+].[CH3:22][O:23][C:24]1[CH:31]=[CH:30][C:27]([CH2:28]Cl)=[CH:26][CH:25]=1, predict the reaction product. The product is: [CH2:1]([O:8][C:9]([N:11]1[CH2:15][C@H:14]([O:16][CH2:28][C:27]2[CH:30]=[CH:31][C:24]([O:23][CH3:22])=[CH:25][CH:26]=2)[CH2:13][C@H:12]1[C:17]([OH:19])=[O:18])=[O:10])[C:2]1[CH:7]=[CH:6][CH:5]=[CH:4][CH:3]=1. (3) Given the reactants [CH2:1]([O:3][C:4]([N:6]1[CH2:11][CH2:10][N:9]([C:12](=[O:39])[C@@H:13]([NH:23][C:24]([C:26]2[CH:31]=[C:30](Cl)[N:29]=[C:28]([C:33]3[CH:38]=[CH:37][CH:36]=[CH:35][CH:34]=3)[N:27]=2)=[O:25])[CH2:14][CH2:15][C:16]([O:18][C:19]([CH3:22])([CH3:21])[CH3:20])=[O:17])[CH2:8][CH2:7]1)=[O:5])[CH3:2].[C:53]1(P([C:53]2[CH:58]=[CH:57][CH:56]=[CH:55][CH:54]=2)[C:53]2[CH:58]=[CH:57][CH:56]=[CH:55][CH:54]=2)[CH:58]=[CH:57][CH:56]=[CH:55][CH:54]=1.[CH3:59][CH2:60][OH:61].C(=O)([O-])[O-:63].[Na+].[Na+], predict the reaction product. The product is: [CH2:1]([O:3][C:4]([N:6]1[CH2:11][CH2:10][N:9]([C:12](=[O:39])[C@@H:13]([NH:23][C:24]([C:26]2[CH:31]=[C:30]([C:56]3[CH2:55][CH2:54][C:53]4([O:63][CH2:59][CH2:60][O:61]4)[CH2:58][CH:57]=3)[N:29]=[C:28]([C:33]3[CH:38]=[CH:37][CH:36]=[CH:35][CH:34]=3)[N:27]=2)=[O:25])[CH2:14][CH2:15][C:16]([O:18][C:19]([CH3:22])([CH3:21])[CH3:20])=[O:17])[CH2:8][CH2:7]1)=[O:5])[CH3:2]. (4) Given the reactants [NH2:1][CH2:2][C:3]1[C:4](=[O:9])[NH:5][CH:6]=[N:7][N:8]=1.F[B-](F)(F)F.N1(OC(N(C)C)=[N+](C)C)C2C=CC=CC=2N=N1.[CH:32]1([C:38](O)=O)[CH2:37][CH2:36][CH2:35][CH2:34][CH2:33]1.C(N(CC)C(C)C)(C)C.P(Cl)(Cl)(Cl)=O, predict the reaction product. The product is: [CH:32]1([C:38]2[N:8]3[C:3]([C:4](=[O:9])[NH:5][CH:6]=[N:7]3)=[CH:2][N:1]=2)[CH2:37][CH2:36][CH2:35][CH2:34][CH2:33]1. (5) Given the reactants C(O[CH2:5][C:6]1[S:10][C:9]([NH:11][C:12]([C:14]2[N:15]=[CH:16][C:17]([N:20]3[CH2:25][CH2:24][CH:23]([C:26]([O:28]CC)=[O:27])[CH2:22][CH2:21]3)=[N:18][CH:19]=2)=[O:13])=[N:8][C:7]=1[C:31]1[CH:36]=[C:35]([C:37]([F:40])([F:39])[F:38])[CH:34]=[C:33]([O:41][CH3:42])[CH:32]=1)(=O)C.CN(C)C=O.[ClH:48].[CH3:49][C@@H:50]1[CH2:55][CH2:54][CH2:53][CH2:52][NH:51]1.C(N(C(C)C)CC)(C)C, predict the reaction product. The product is: [ClH:48].[ClH:48].[CH3:42][O:41][C:33]1[CH:32]=[C:31]([C:7]2[N:8]=[C:9]([NH:11][C:12]([C:14]3[N:15]=[CH:16][C:17]([N:20]4[CH2:21][CH2:22][CH:23]([C:26]([OH:28])=[O:27])[CH2:24][CH2:25]4)=[N:18][CH:19]=3)=[O:13])[S:10][C:6]=2[CH2:5][N:51]2[CH2:52][CH2:53][CH2:54][CH2:55][C@H:50]2[CH3:49])[CH:36]=[C:35]([C:37]([F:40])([F:39])[F:38])[CH:34]=1. (6) The product is: [Cl:1][C:2]1[C:10]2[N:9]=[C:8]3[N:11]([C:15]4[CH:20]=[CH:19][C:18]([O:21][CH3:22])=[CH:17][C:16]=4[CH3:23])[CH2:12][CH2:13][CH2:14][N:7]3[C:6]=2[C:5]([CH:24]([CH:26]2[CH2:28][CH2:27]2)[OH:25])=[CH:4][CH:3]=1. Given the reactants [Cl:1][C:2]1[CH:3]=[CH:4][C:5]([CH:24]=[O:25])=[C:6]2[C:10]=1[N:9]=[C:8]1[N:11]([C:15]3[CH:20]=[CH:19][C:18]([O:21][CH3:22])=[CH:17][C:16]=3[CH3:23])[CH2:12][CH2:13][CH2:14][N:7]21.[CH:26]1([Mg]Br)[CH2:28][CH2:27]1, predict the reaction product. (7) Given the reactants [Cl:1][C:2]1[S:6][C:5]([S:7]([NH2:10])(=[O:9])=[O:8])=[CH:4][CH:3]=1.[OH-:11].[Na+].[N+:13]([C:16]1[CH:24]=[CH:23][C:19]([C:20](Cl)=[O:21])=[CH:18][CH:17]=1)([O-])=O.Cl.C[C:27]([CH3:29])=[O:28], predict the reaction product. The product is: [O:11]=[C:19]1[C:18]2[CH:17]=[CH:16][CH:24]=[CH:23][C:29]=2[C:27](=[O:28])[N:13]1[C:16]1[CH:24]=[CH:23][C:19]([C:20]([NH:10][S:7]([C:5]2[S:6][C:2]([Cl:1])=[CH:3][CH:4]=2)(=[O:9])=[O:8])=[O:21])=[CH:18][CH:17]=1.